Task: Predict the reactants needed to synthesize the given product.. Dataset: Full USPTO retrosynthesis dataset with 1.9M reactions from patents (1976-2016) (1) Given the product [C:1]([C:5]1[CH:13]=[CH:12][C:8]([C:9]([NH:14][C:15]2[C:31]([O:32][CH3:33])=[CH:30][CH:29]=[CH:28][C:16]=2[C:17]([NH:19][C:20]2[CH:21]=[CH:22][C:23]([O:26][CH3:27])=[CH:24][CH:25]=2)=[O:18])=[O:10])=[CH:7][CH:6]=1)([CH3:4])([CH3:3])[CH3:2], predict the reactants needed to synthesize it. The reactants are: [C:1]([C:5]1[CH:13]=[CH:12][C:8]([C:9](Cl)=[O:10])=[CH:7][CH:6]=1)([CH3:4])([CH3:3])[CH3:2].[NH2:14][C:15]1[C:31]([O:32][CH3:33])=[CH:30][CH:29]=[CH:28][C:16]=1[C:17]([NH:19][C:20]1[CH:25]=[CH:24][C:23]([O:26][CH3:27])=[CH:22][CH:21]=1)=[O:18]. (2) Given the product [Cl:11][SiH:9]([Cl:10])[C:6]1[CH:7]=[CH:8][C:3]([SiH:2]([Cl:1])[Cl:13])=[CH:4][CH:5]=1, predict the reactants needed to synthesize it. The reactants are: [Cl:1][Si:2](Cl)([Cl:13])[C:3]1[CH:8]=[CH:7][C:6]([Si:9](Cl)([Cl:11])[Cl:10])=[CH:5][CH:4]=1.C[SiH](Cl)Cl. (3) Given the product [CH3:1][O:2][C:3]1[CH:12]=[C:11]2[C:6]([C:7](=[N:22][O:21][CH3:20])[CH2:8][CH:9]([C:13]([O:15][CH2:16][CH3:17])=[O:14])[O:10]2)=[CH:5][CH:4]=1, predict the reactants needed to synthesize it. The reactants are: [CH3:1][O:2][C:3]1[CH:12]=[C:11]2[C:6]([C:7](=O)[CH2:8][CH:9]([C:13]([O:15][CH2:16][CH3:17])=[O:14])[O:10]2)=[CH:5][CH:4]=1.Cl.[CH3:20][O:21][NH2:22].